The task is: Predict the reactants needed to synthesize the given product.. This data is from Full USPTO retrosynthesis dataset with 1.9M reactions from patents (1976-2016). (1) Given the product [NH2:1][C:4]1[CH:5]=[C:6]([CH:15]=[CH:16][C:17]=1[O:18][C:19]([F:20])([F:21])[F:22])[CH2:7][NH:8][C:9](=[O:14])[C:10]([CH3:13])([CH3:12])[CH3:11], predict the reactants needed to synthesize it. The reactants are: [N+:1]([C:4]1[CH:5]=[C:6]([CH:15]=[CH:16][C:17]=1[O:18][C:19]([F:22])([F:21])[F:20])[CH2:7][NH:8][C:9](=[O:14])[C:10]([CH3:13])([CH3:12])[CH3:11])([O-])=O.[NH4+].[Cl-]. (2) The reactants are: [C:1]([NH:9][C:10]1[CH:15]=[CH:14][C:13]([C:16]2[CH:24]=[C:23]3[C:19]([CH2:20][N:21]([C@@H:26]([CH:31]([CH3:33])[CH3:32])[C:27]([O:29][CH3:30])=[O:28])[C:22]3=[O:25])=[CH:18][CH:17]=2)=[CH:12][CH:11]=1)(=[O:8])[C:2]1[CH:7]=[CH:6][CH:5]=[CH:4][CH:3]=1.N[C:35]1[CH:40]=[CH:39][C:38]([C:41]2C=C3C(CN([C@@H](C(C)C)C(OC)=O)C3=O)=C[CH:42]=2)=[CH:37][CH:36]=1.C(C1C=CC(C(Cl)=O)=CC=1)CCCCCCC. Given the product [CH3:32][CH:31]([CH3:33])[C@H:26]([N:21]1[CH2:20][C:19]2[C:23](=[CH:24][C:16]([C:13]3[CH:12]=[CH:11][C:10]([NH:9][C:1](=[O:8])[C:2]4[CH:3]=[CH:4][C:5]([CH2:39][CH2:40][CH2:35][CH2:36][CH2:37][CH2:38][CH2:41][CH3:42])=[CH:6][CH:7]=4)=[CH:15][CH:14]=3)=[CH:17][CH:18]=2)[C:22]1=[O:25])[C:27]([O:29][CH3:30])=[O:28], predict the reactants needed to synthesize it. (3) Given the product [CH3:8][C:7]1[N:6]=[C:5]([C:9]2[CH:14]=[CH:13][CH:12]=[CH:11][C:10]=2[O:15][CH2:16][C:17]2[CH:18]=[CH:19][CH:20]=[CH:21][CH:22]=2)[N:4]([CH2:23][CH2:24][C:25]2[CH:30]=[CH:29][CH:28]=[CH:27][CH:26]=2)[C:3](=[O:31])[C:2]=1[C:37]1[S:38][C:34]([C:32]#[N:33])=[CH:35][CH:36]=1, predict the reactants needed to synthesize it. The reactants are: Br[C:2]1[C:3](=[O:31])[N:4]([CH2:23][CH2:24][C:25]2[CH:30]=[CH:29][CH:28]=[CH:27][CH:26]=2)[C:5]([C:9]2[CH:14]=[CH:13][CH:12]=[CH:11][C:10]=2[O:15][CH2:16][C:17]2[CH:22]=[CH:21][CH:20]=[CH:19][CH:18]=2)=[N:6][C:7]=1[CH3:8].[C:32]([C:34]1[S:38][C:37](B(O)O)=[CH:36][CH:35]=1)#[N:33].P([O-])([O-])([O-])=O.[K+].[K+].[K+].C1(P(C2CCCCC2)C2C=CC=CC=2C2C(OC)=CC=CC=2OC)CCCCC1. (4) Given the product [O:11]1[CH2:10][CH2:9][N:8]=[C:6]1[C:5]1[CH:12]=[CH:13][C:2]([CH2:27][CH2:26][NH2:28])=[C:3]([N+:14]([O-:16])=[O:15])[CH:4]=1, predict the reactants needed to synthesize it. The reactants are: Cl[C:2]1[CH:13]=[CH:12][C:5]([C:6]([NH:8][CH2:9][CH2:10][OH:11])=O)=[CH:4][C:3]=1[N+:14]([O-:16])=[O:15].S(Cl)(Cl)=O.C1COCC1.[CH2:26]([NH2:28])[CH3:27]. (5) Given the product [Cl:25][C:26]1[CH:31]=[C:30]([Cl:32])[CH:29]=[CH:28][C:27]=1[CH2:33][NH:34][C:22]([CH:19]1[CH2:20][CH2:21][N:16]([C:5]2[N:4]=[C:3]([NH:2][CH3:1])[N:8]=[C:7]([N:9]3[CH2:14][CH2:13][N:12]([CH3:15])[CH2:11][CH2:10]3)[N:6]=2)[CH2:17][CH2:18]1)=[O:24], predict the reactants needed to synthesize it. The reactants are: [CH3:1][NH:2][C:3]1[N:8]=[C:7]([N:9]2[CH2:14][CH2:13][N:12]([CH3:15])[CH2:11][CH2:10]2)[N:6]=[C:5]([N:16]2[CH2:21][CH2:20][CH:19]([C:22]([OH:24])=O)[CH2:18][CH2:17]2)[N:4]=1.[Cl:25][C:26]1[CH:31]=[C:30]([Cl:32])[CH:29]=[CH:28][C:27]=1[CH2:33][NH2:34].C(N(C(C)C)CC)(C)C.F[P-](F)(F)(F)(F)F.N1(O[P+](N(C)C)(N(C)C)N(C)C)C2C=CC=CC=2N=N1. (6) Given the product [CH3:39][C:36]1([CH3:40])[CH2:37][CH2:38][C:33]([C:11]2[CH:10]=[C:9]([S:6](=[O:7])(=[O:8])[NH2:5])[CH:14]=[CH:13][C:12]=2[NH:15][C:16]([C:18]2[NH:19][CH:20]=[C:21]([C:23]#[N:24])[N:22]=2)=[O:17])=[CH:34][CH2:35]1, predict the reactants needed to synthesize it. The reactants are: C([NH:5][S:6]([C:9]1[CH:14]=[CH:13][C:12]([NH:15][C:16]([C:18]2[N:19](COCC[Si](C)(C)C)[CH:20]=[C:21]([C:23]#[N:24])[N:22]=2)=[O:17])=[C:11]([C:33]2[CH2:38][CH2:37][C:36]([CH3:40])([CH3:39])[CH2:35][CH:34]=2)[CH:10]=1)(=[O:8])=[O:7])(C)(C)C.CCO.C1(OC)C=CC=CC=1.C(O)(C(F)(F)F)=O. (7) Given the product [Cl:1][C:2]1[C:7]([F:8])=[CH:6][N:5]=[C:4]2[NH:9][CH:10]=[C:11]([I:12])[C:3]=12, predict the reactants needed to synthesize it. The reactants are: [Cl:1][C:2]1[C:7]([F:8])=[CH:6][N:5]=[C:4]2[NH:9][CH:10]=[CH:11][C:3]=12.[I:12]N1C(=O)CCC1=O. (8) Given the product [CH:1]1([C@@H:4]2[NH:9][C:8](=[O:10])[C@H:7]([CH2:11][CH:12]([CH3:14])[CH3:13])[N:6]([C:24]([C@@H:22]3[CH2:23][C@H:21]3[C:15]3[CH:20]=[CH:19][CH:18]=[CH:17][CH:16]=3)=[O:25])[CH2:5]2)[CH2:3][CH2:2]1, predict the reactants needed to synthesize it. The reactants are: [CH:1]1([C@@H:4]2[NH:9][C:8](=[O:10])[C@H:7]([CH2:11][CH:12]([CH3:14])[CH3:13])[NH:6][CH2:5]2)[CH2:3][CH2:2]1.[C:15]1([C@@H:21]2[CH2:23][C@H:22]2[C:24](O)=[O:25])[CH:20]=[CH:19][CH:18]=[CH:17][CH:16]=1.C([C@@H]1N(C(=O)/C=C/C2C=CC=CC=2)C[C@H](CC(C)C)NC1=O)C(C)C. (9) Given the product [CH2:31]([O:30][C:28]([N:6]1[CH2:5][C@H:4]([CH3:8])[N:3]([C:9]2[O:10][C:11]3[C:12](=[C:14]([C:18]([OH:20])=[O:19])[CH:15]=[CH:16][CH:17]=3)[N:13]=2)[C@@H:2]([CH3:1])[CH2:7]1)=[O:29])[CH:32]([CH3:34])[CH3:33], predict the reactants needed to synthesize it. The reactants are: [CH3:1][C@H:2]1[CH2:7][NH:6][CH2:5][C@H:4]([CH3:8])[N:3]1[C:9]1[O:10][C:11]2[C:12](=[C:14]([C:18]([O-:20])=[O:19])[CH:15]=[CH:16][CH:17]=2)[N:13]=1.[Li+].C([O-])(O)=O.[Na+].Cl[C:28]([O:30][CH2:31][CH:32]([CH3:34])[CH3:33])=[O:29].Cl.